Predict the product of the given reaction. From a dataset of Forward reaction prediction with 1.9M reactions from USPTO patents (1976-2016). (1) Given the reactants Br[CH2:2][C:3]1[CH:8]=[CH:7][C:6]([C:9]([F:12])([F:11])[F:10])=[CH:5][C:4]=1[C:13]([F:16])([F:15])[F:14].Cl.[NH:18]1[CH2:22][CH2:21][CH:20]([CH2:23][OH:24])[CH2:19]1.C(=O)([O-])[O-].[K+].[K+].O.C(OCC)(=O)C, predict the reaction product. The product is: [F:14][C:13]([F:16])([F:15])[C:4]1[CH:5]=[C:6]([C:9]([F:12])([F:11])[F:10])[CH:7]=[CH:8][C:3]=1[CH2:2][N:18]1[CH2:22][CH2:21][CH:20]([CH2:23][OH:24])[CH2:19]1. (2) Given the reactants [F:1][C:2]1[C:3]([CH3:23])=[C:4]([C:15]2[CH:20]=[CH:19][CH:18]=[C:17]([CH2:21][OH:22])[CH:16]=2)[C:5]([CH3:14])=[CH:6][C:7]=1[O:8][C@H:9]1[CH2:13][CH2:12][O:11][CH2:10]1.O[C:25]1[CH:38]=[CH:37][C:28]2[C@H:29]([CH2:32][C:33]([O:35][CH3:36])=[O:34])[CH2:30][O:31][C:27]=2[CH:26]=1.C1(P(C2C=CC=CC=2)C2C=CC=CC=2)C=CC=CC=1.N(C(OC(C)C)=O)=NC(OC(C)C)=O, predict the reaction product. The product is: [F:1][C:2]1[C:3]([CH3:23])=[C:4]([C:15]2[CH:20]=[CH:19][CH:18]=[C:17]([CH2:21][O:22][C:25]3[CH:38]=[CH:37][C:28]4[C@H:29]([CH2:32][C:33]([O:35][CH3:36])=[O:34])[CH2:30][O:31][C:27]=4[CH:26]=3)[CH:16]=2)[C:5]([CH3:14])=[CH:6][C:7]=1[O:8][C@H:9]1[CH2:13][CH2:12][O:11][CH2:10]1. (3) Given the reactants [CH:1](=O)[C:2]1[CH:7]=[CH:6][CH:5]=[CH:4][CH:3]=1.Cl.[NH2:10][C@H:11]([CH3:16])[C:12]([O:14][CH3:15])=[O:13], predict the reaction product. The product is: [CH2:1]([NH:10][C@@H:11]([CH3:16])[C:12]([O:14][CH3:15])=[O:13])[C:2]1[CH:7]=[CH:6][CH:5]=[CH:4][CH:3]=1.